Dataset: TCR-epitope binding with 47,182 pairs between 192 epitopes and 23,139 TCRs. Task: Binary Classification. Given a T-cell receptor sequence (or CDR3 region) and an epitope sequence, predict whether binding occurs between them. (1) The epitope is IYSKHTPINL. The TCR CDR3 sequence is CSVEGVRTGSRRLNLNTEAFF. Result: 0 (the TCR does not bind to the epitope). (2) The epitope is NYSGVVTTVMF. The TCR CDR3 sequence is CASITSGGSYNEQFF. Result: 0 (the TCR does not bind to the epitope). (3) The epitope is GILGFVFTL. The TCR CDR3 sequence is CASSLGQLGTEAFF. Result: 0 (the TCR does not bind to the epitope). (4) The TCR CDR3 sequence is CASSYSEQGYGYTF. The epitope is VTIAEILLI. Result: 0 (the TCR does not bind to the epitope).